This data is from Catalyst prediction with 721,799 reactions and 888 catalyst types from USPTO. The task is: Predict which catalyst facilitates the given reaction. (1) Reactant: [CH3:1][O:2][C:3]1[CH:4]=[C:5]2[C:10](=[CH:11][C:12]=1[O:13][CH3:14])[N:9]=[CH:8][N:7]=[C:6]2[O:15][C:16]1[CH:22]=[CH:21][C:19]([NH2:20])=[CH:18][C:17]=1[CH3:23].ClC(Cl)(O[C:28](=[O:34])OC(Cl)(Cl)Cl)Cl.[CH2:36]([NH2:39])[CH2:37][CH3:38].CO. Product: [CH3:1][O:2][C:3]1[CH:4]=[C:5]2[C:10](=[CH:11][C:12]=1[O:13][CH3:14])[N:9]=[CH:8][N:7]=[C:6]2[O:15][C:16]1[CH:22]=[CH:21][C:19]([NH:20][C:28]([NH:39][CH2:36][CH2:37][CH3:38])=[O:34])=[CH:18][C:17]=1[CH3:23]. The catalyst class is: 542. (2) The catalyst class is: 24. Reactant: [CH:1]1([C:4]2[NH:8][N:7]=[C:6]([NH:9][C:10]3[CH:15]=[CH:14][N:13]=[C:12]([N:16]([CH3:34])[CH:17]([C:19]4[CH:33]=[CH:32][C:22]5[N:23](C6CCCCO6)[CH:24]=[N:25][C:21]=5[CH:20]=4)[CH3:18])[N:11]=3)[CH:5]=2)[CH2:3][CH2:2]1.CC1C=CC(S(O)(=O)=O)=CC=1.O. Product: [NH:23]1[C:22]2[CH:32]=[CH:33][C:19]([CH:17]([N:16]([CH3:34])[C:12]3[N:11]=[C:10]([NH:9][C:6]4[CH:5]=[C:4]([CH:1]5[CH2:3][CH2:2]5)[NH:8][N:7]=4)[CH:15]=[CH:14][N:13]=3)[CH3:18])=[CH:20][C:21]=2[N:25]=[CH:24]1. (3) Reactant: [C:1]1([CH2:7][N:8]2[CH2:14][CH2:13][C:12]3=[CH:15][NH:16][N:17]=[C:11]3[CH2:10][CH2:9]2)[CH:6]=[CH:5][CH:4]=[CH:3][CH:2]=1.[Br:18][C:19]1[N:24]=[CH:23][C:22](B(O)O)=[CH:21][CH:20]=1.N1C=CC=CC=1. Product: [Br:18][C:19]1[N:24]=[CH:23][C:22]([N:16]2[CH:15]=[C:12]3[C:11]([CH2:10][CH2:9][N:8]([CH2:7][C:1]4[CH:6]=[CH:5][CH:4]=[CH:3][CH:2]=4)[CH2:14][CH2:13]3)=[N:17]2)=[CH:21][CH:20]=1. The catalyst class is: 221. (4) Reactant: [CH3:1][O:2][C:3](=[O:38])[CH2:4][CH2:5][O:6][CH2:7][CH2:8][O:9][CH2:10][CH2:11][NH:12][C:13]1[CH:18]=[CH:17][CH:16]=[CH:15][C:14]=1[S:19](=[O:37])(=[O:36])[NH:20][C:21]([C@@:23]1([NH:28]C(OC(C)(C)C)=O)[CH2:25][C@H:24]1[CH:26]=[CH2:27])=[O:22].C(O)(C(F)(F)F)=O. Product: [CH3:1][O:2][C:3](=[O:38])[CH2:4][CH2:5][O:6][CH2:7][CH2:8][O:9][CH2:10][CH2:11][NH:12][C:13]1[CH:18]=[CH:17][CH:16]=[CH:15][C:14]=1[S:19](=[O:37])(=[O:36])[NH:20][C:21]([C@@:23]1([NH2:28])[CH2:25][C@H:24]1[CH:26]=[CH2:27])=[O:22]. The catalyst class is: 2. (5) Reactant: [C:1]([N:8]1[CH2:13][CH2:12][N:11]([C:14]2[CH:19]=[CH:18][CH:17]=[CH:16][C:15]=2[OH:20])[CH2:10][CH2:9]1)([O:3][C:4]([CH3:7])([CH3:6])[CH3:5])=[O:2].[CH3:21][N:22]1[CH:26]=[CH:25][N:24]=[C:23]1[CH2:27]O.C1(P(C2C=CC=CC=2)C2C=CC=CC=2)C=CC=CC=1.CCOC(/N=N/C(OCC)=O)=O. Product: [C:1]([N:8]1[CH2:13][CH2:12][N:11]([C:14]2[CH:19]=[CH:18][CH:17]=[CH:16][C:15]=2[O:20][CH2:27][C:23]2[N:22]([CH3:21])[CH:26]=[CH:25][N:24]=2)[CH2:10][CH2:9]1)([O:3][C:4]([CH3:7])([CH3:6])[CH3:5])=[O:2]. The catalyst class is: 1. (6) Reactant: C1C=CC(P(N=[N+]=[N-])(C2C=CC=CC=2)=[O:8])=CC=1.[C:18]([C:22]1C=C(C(O)=O)[N:24]([C:30]2[CH:35]=[CH:34][C:33]([P:36]([CH2:40][CH3:41])([CH2:38][CH3:39])=[O:37])=[CH:32][CH:31]=2)[N:23]=1)([CH3:21])([CH3:20])[CH3:19].[CH3:42][CH2:43][N:44]([CH2:47]C)CC.[NH2:49][C:50]1[C:59]2[C:54](=[CH:55][CH:56]=[CH:57][CH:58]=2)[C:53]([O:60][C:61]2[CH:66]=[CH:65][N:64]=[C:63]([NH:67][C:68]3[CH:73]=[CH:72][CH:71]=[CH:70][CH:69]=3)[N:62]=2)=[CH:52][CH:51]=1. Product: [C:18]([C:22]1[CH:42]=[C:43]([NH:44][C:47]([NH:49][C:50]2[C:59]3[C:54](=[CH:55][CH:56]=[CH:57][CH:58]=3)[C:53]([O:60][C:61]3[CH:66]=[CH:65][N:64]=[C:63]([NH:67][C:68]4[CH:69]=[CH:70][CH:71]=[CH:72][CH:73]=4)[N:62]=3)=[CH:52][CH:51]=2)=[O:8])[N:24]([C:30]2[CH:31]=[CH:32][C:33]([P:36]([CH2:40][CH3:41])([CH2:38][CH3:39])=[O:37])=[CH:34][CH:35]=2)[N:23]=1)([CH3:19])([CH3:21])[CH3:20]. The catalyst class is: 3. (7) Reactant: Cl[C:2]1[C:7]([CH:8]=[CH:9][C:10]([OH:12])=[O:11])=[CH:6][CH:5]=[C:4]([C:13]([F:16])([F:15])[F:14])[N:3]=1.[CH3:17][O:18][CH:19]1[CH2:23][CH2:22][NH:21][CH2:20]1.CN(C=O)C. Product: [CH3:17][O:18][CH:19]1[CH2:23][CH2:22][N:21]([C:2]2[C:7]([CH:8]=[CH:9][C:10]([OH:12])=[O:11])=[CH:6][CH:5]=[C:4]([C:13]([F:16])([F:15])[F:14])[N:3]=2)[CH2:20]1. The catalyst class is: 25.